This data is from Forward reaction prediction with 1.9M reactions from USPTO patents (1976-2016). The task is: Predict the product of the given reaction. (1) The product is: [Cl:40][C:27]1[CH:26]=[C:25]([NH:24][C:22]2[C:23]3[N:15]([CH2:14][CH2:13][O:12][CH2:11][CH2:10][OH:9])[CH:16]=[CH:17][C:18]=3[N:19]=[CH:20][N:21]=2)[CH:30]=[CH:29][C:28]=1[O:31][CH2:32][C:33]1[CH:38]=[CH:37][CH:36]=[C:35]([F:39])[CH:34]=1. Given the reactants C([O:9][CH2:10][CH2:11][O:12][CH2:13][CH2:14][N:15]1[C:23]2[C:22]([NH:24][C:25]3[CH:30]=[CH:29][C:28]([O:31][CH2:32][C:33]4[CH:38]=[CH:37][CH:36]=[C:35]([F:39])[CH:34]=4)=[C:27]([Cl:40])[CH:26]=3)=[N:21][CH:20]=[N:19][C:18]=2[CH:17]=[CH:16]1)(=O)C1C=CC=CC=1.[OH-].[Na+].Cl, predict the reaction product. (2) The product is: [CH3:20][O:19][C:17](=[O:18])[CH:13]([NH:12][S:8]([C:5]1[CH:6]=[CH:7][C:2]([Br:1])=[CH:3][CH:4]=1)(=[O:10])=[O:9])[CH:14]([CH3:16])[CH3:15]. Given the reactants [Br:1][C:2]1[CH:7]=[CH:6][C:5]([S:8](Cl)(=[O:10])=[O:9])=[CH:4][CH:3]=1.[NH2:12][C@@H:13]([C:17]([O:19][CH3:20])=[O:18])[CH:14]([CH3:16])[CH3:15].CCN(C(C)C)C(C)C, predict the reaction product. (3) Given the reactants [C:1]([O:5][C:6]([NH:8][C:9]1[N:10]=[CH:11][C:12]2[CH:13]=[CH:14][CH:15]=[C:16](C(OC)=O)[C:17]=2[CH:18]=1)=[O:7])([CH3:4])([CH3:3])[CH3:2].CC(C[AlH]CC(C)C)C.[C@H](O)(C([O-])=O)[C@@H](O)[C:34]([O-])=[O:35].[Na+].[K+], predict the reaction product. The product is: [OH:35][CH2:34][C:13]1[CH:14]=[CH:15][CH:16]=[C:17]2[C:12]=1[CH:11]=[N:10][C:9]([NH:8][C:6](=[O:7])[O:5][C:1]([CH3:2])([CH3:3])[CH3:4])=[CH:18]2. (4) The product is: [F:37][C:38]1[CH:46]=[CH:45][C:41]([C:42]([N:24]2[CH2:25][CH2:26][CH2:27][CH:22]([NH:21][C:19]([NH:18][C@H:17]3[CH2:16][O:15][C@@H:14]4[C@@H:10]([O:9][C:8]5[C:3]([CH3:2])=[N:4][CH:5]=[CH:6][CH:7]=5)[CH2:11][O:12][C@H:13]34)=[O:20])[CH2:23]2)=[O:43])=[CH:40][CH:39]=1. Given the reactants Cl.[CH3:2][C:3]1[C:8]([O:9][C@@H:10]2[C@H:14]3[O:15][CH2:16][C@H:17]([NH:18][C:19]([NH:21][CH:22]4[CH2:27][CH2:26][CH2:25][NH:24][CH2:23]4)=[O:20])[C@H:13]3[O:12][CH2:11]2)=[CH:7][CH:6]=[CH:5][N:4]=1.C(N(CC)C(C)C)(C)C.[F:37][C:38]1[CH:46]=[CH:45][C:41]([C:42](Cl)=[O:43])=[CH:40][CH:39]=1, predict the reaction product. (5) Given the reactants [NH2:1][C@H:2]([C:10]([OH:12])=[O:11])[CH2:3][CH2:4][CH2:5][NH:6][C:7](=N)N.[CH:13]1(C(Cl)=O)[CH2:18][CH2:17]C[CH2:15][CH2:14]1, predict the reaction product. The product is: [NH2:1][C@H:2]([C:10]([OH:12])=[O:11])[CH2:3][C:4]1[C:17]2[C:7](=[CH:15][CH:14]=[CH:13][CH:18]=2)[NH:6][CH:5]=1. (6) Given the reactants [Cl:1][C:2]1[CH:7]=[CH:6][CH:5]=[C:4]([Cl:8])[C:3]=1[CH2:9][S:10]([C:13]1[CH:14]=[C:15]2[C:19](=[CH:20][CH:21]=1)[NH:18][C:17](=[O:22])/[C:16]/2=[CH:23]\[C:24]1[NH:25][C:26]([CH3:32])=[CH:27][C:28]=1[C:29](O)=[O:30])(=[O:12])=[O:11].[N:33]1([CH2:38][CH2:39][CH2:40][NH2:41])[CH2:37][CH2:36][CH2:35][CH2:34]1, predict the reaction product. The product is: [N:33]1([CH2:38][CH2:39][CH2:40][NH:41][C:29]([C:28]2[CH:27]=[C:26]([CH3:32])[NH:25][C:24]=2/[CH:23]=[C:16]2\[C:17](=[O:22])[NH:18][C:19]3[C:15]\2=[CH:14][C:13]([S:10]([CH2:9][C:3]2[C:2]([Cl:1])=[CH:7][CH:6]=[CH:5][C:4]=2[Cl:8])(=[O:12])=[O:11])=[CH:21][CH:20]=3)=[O:30])[CH2:37][CH2:36][CH2:35][CH2:34]1.